Dataset: Catalyst prediction with 721,799 reactions and 888 catalyst types from USPTO. Task: Predict which catalyst facilitates the given reaction. (1) Reactant: [F:1][C:2]1([F:29])[CH2:7][CH2:6][CH:5]([CH2:8][NH:9][C:10]([C:12]2[C:13]3[CH:14]=[CH:15][C:16]([C:23]4[CH2:24][CH2:25][NH:26][CH2:27][CH:28]=4)=[N:17][C:18]=3[CH:19]=[CH:20][C:21]=2[Cl:22])=[O:11])[CH2:4][CH2:3]1.[CH3:30][C:31]([CH3:33])=O.C(O)(=O)C.C([BH3-])#N.[Na+]. Product: [F:29][C:2]1([F:1])[CH2:7][CH2:6][CH:5]([CH2:8][NH:9][C:10]([C:12]2[C:13]3[CH:14]=[CH:15][C:16]([C:23]4[CH2:24][CH2:25][N:26]([CH:31]([CH3:33])[CH3:30])[CH2:27][CH:28]=4)=[N:17][C:18]=3[CH:19]=[CH:20][C:21]=2[Cl:22])=[O:11])[CH2:4][CH2:3]1. The catalyst class is: 26. (2) Reactant: [OH:1][C@@H:2]1[C:19]2[C@:14]([CH3:23])([CH2:15][CH2:16][C:17](=[O:22])[C:18]=2[CH2:20][CH3:21])[C@@H:13]2[C@H:4]([C@H:5]3[C@@:9]([CH2:11][CH2:12]2)([CH3:10])[C@@H:8]([O:24][C:25](=[O:27])[CH3:26])[CH2:7][CH2:6]3)[CH2:3]1.O[C@H]1C2[C@](C)(CCC(=O)C=2CC)[C@@H]2[C@H]([C@H]3[C@@](CC2)(C)[C@@H](OC(=O)C)CC3)C1.CC(C)=O.OS(O)(=O)=O.O=[Cr](=O)=O.C(Cl)Cl. Product: [C:25]([O:24][C@H:8]1[CH2:7][CH2:6][C@H:5]2[C@H:4]3[C@H:13]([CH2:12][CH2:11][C@:9]12[CH3:10])[C@:14]1([CH3:23])[C:19](=[C:18]([CH2:20][CH3:21])[C:17](=[O:22])[CH2:16][CH2:15]1)[C:2](=[O:1])[CH2:3]3)(=[O:27])[CH3:26]. The catalyst class is: 21. (3) Reactant: C([O:8][C:9]1[C:10]([CH3:27])=[C:11]([CH3:26])[C:12]([NH:16][C:17]2[CH:22]=[CH:21][CH:20]=[CH:19][C:18]=2[CH:23]([CH3:25])[CH3:24])=[N:13][C:14]=1[CH3:15])C1C=CC=CC=1. Product: [CH:23]([C:18]1[CH:19]=[CH:20][CH:21]=[CH:22][C:17]=1[NH:16][C:12]1[N:13]=[C:14]([CH3:15])[C:9]([OH:8])=[C:10]([CH3:27])[C:11]=1[CH3:26])([CH3:25])[CH3:24]. The catalyst class is: 43. (4) Reactant: [H-].C([Al+]CC(C)C)C(C)C.C[O:12][C:13](=O)[CH2:14][C:15]1[CH:19]=[C:18]([C:20]2[CH:25]=[CH:24][C:23]([Cl:26])=[CH:22][CH:21]=2)[O:17][C:16]=1[C:27]([F:30])([F:29])[F:28]. Product: [Cl:26][C:23]1[CH:22]=[CH:21][C:20]([C:18]2[O:17][C:16]([C:27]([F:28])([F:29])[F:30])=[C:15]([CH2:14][CH2:13][OH:12])[CH:19]=2)=[CH:25][CH:24]=1. The catalyst class is: 359.